This data is from Reaction yield outcomes from USPTO patents with 853,638 reactions. The task is: Predict the reaction yield, written as a fraction of the theoretical maximum amount of product (1.0 means a 100% yield; for example, 0.34 means a 34% yield). (1) The reactants are [Si:1]([O:8][CH2:9][C@@H:10]1[CH2:14][C:13]([CH3:15])=[CH:12][N:11]1[C:16]([C:18]1[CH:23]=[C:22]([O:24][CH3:25])[C:21]([O:26][Si:27]([CH:34]([CH3:36])[CH3:35])([CH:31]([CH3:33])[CH3:32])[CH:28]([CH3:30])[CH3:29])=[CH:20][C:19]=1[N+:37]([O-])=O)=[O:17])([C:4]([CH3:7])([CH3:6])[CH3:5])([CH3:3])[CH3:2]. The catalyst is C(O)=O.C(O)C.[Zn]. The product is [NH2:37][C:19]1[CH:20]=[C:21]([O:26][Si:27]([CH:28]([CH3:29])[CH3:30])([CH:34]([CH3:36])[CH3:35])[CH:31]([CH3:33])[CH3:32])[C:22]([O:24][CH3:25])=[CH:23][C:18]=1[C:16]([N:11]1[CH:12]=[C:13]([CH3:15])[CH2:14][C@H:10]1[CH2:9][O:8][Si:1]([C:4]([CH3:7])([CH3:6])[CH3:5])([CH3:2])[CH3:3])=[O:17]. The yield is 0.800. (2) The reactants are [NH:1]1[C:9]2[C:4](=[CH:5][CH:6]=[CH:7][CH:8]=2)[CH2:3][C:2]1=[O:10].[CH3:11][N:12]([CH2:14][C:15]1[CH:16]=[CH:17][C:18]([O:23][CH3:24])=[C:19]([CH:22]=1)[CH:20]=O)[CH3:13]. No catalyst specified. The product is [CH3:11][N:12]([CH2:14][C:15]1[CH:16]=[CH:17][C:18]([O:23][CH3:24])=[C:19]([CH:22]=1)[CH:20]=[C:3]1[C:4]2[C:9](=[CH:8][CH:7]=[CH:6][CH:5]=2)[NH:1][C:2]1=[O:10])[CH3:13]. The yield is 0.720.